This data is from Full USPTO retrosynthesis dataset with 1.9M reactions from patents (1976-2016). The task is: Predict the reactants needed to synthesize the given product. (1) Given the product [OH2:2].[ClH:18].[NH2:35][C@:23]1([C:21]([O:20][CH3:19])=[O:22])[CH2:27][CH2:26][C@H:25]([C:28]2[CH:33]=[CH:32][C:31]([Br:34])=[CH:30][CH:29]=2)[CH2:24]1, predict the reactants needed to synthesize it. The reactants are: C[O:2]C([C@@]1(N)CC[C@H](C2C=CC(Br)=CC=2)C1)=O.[ClH:18].[CH3:19][O:20][C:21]([C@:23]1([NH2:35])[CH2:27][CH2:26][C@H:25]([C:28]2[CH:33]=[CH:32][C:31]([Br:34])=[CH:30][CH:29]=2)[CH2:24]1)=[O:22]. (2) Given the product [CH:19]12[N:25]([C:26]3[CH:32]=[CH:31][C:29]([NH:30][C:16]([C:3]4[C:2](=[O:1])[C:11]5[C:6](=[CH:7][CH:8]=[CH:9][C:10]=5[C:12]([F:13])([F:14])[F:15])[NH:5][CH:4]=4)=[O:18])=[C:28]([C:33]#[C:34][CH2:35][N:36]([CH3:38])[CH3:37])[CH:27]=3)[CH:22]([CH2:23][CH2:24]1)[CH2:21][CH2:20]2, predict the reactants needed to synthesize it. The reactants are: [O:1]=[C:2]1[C:11]2[C:6](=[CH:7][CH:8]=[CH:9][C:10]=2[C:12]([F:15])([F:14])[F:13])[NH:5][CH:4]=[C:3]1[C:16]([OH:18])=O.[CH:19]12[N:25]([C:26]3[CH:32]=[CH:31][C:29]([NH2:30])=[C:28]([C:33]#[C:34][CH2:35][N:36]([CH3:38])[CH3:37])[CH:27]=3)[CH:22]([CH2:23][CH2:24]1)[CH2:21][CH2:20]2.C(P1(=O)OP(CCC)(=O)OP(CCC)(=O)O1)CC.N1C=CC=CC=1. (3) Given the product [Br:1][C:2]1[CH:3]=[CH:4][CH:5]=[C:6]2[C:10]=1[N:9]([CH2:31][CH2:30][CH2:29][Cl:28])[C:8]([CH3:11])=[C:7]2[C:18](=[O:19])[CH3:20], predict the reactants needed to synthesize it. The reactants are: [Br:1][C:2]1[CH:3]=[CH:4][CH:5]=[C:6]2[C:10]=1[NH:9][C:8]([CH3:11])=[CH:7]2.[Al](Cl)(CC)CC.[C:18](Cl)([CH3:20])=[O:19].C([O-])([O-])=O.[Cs+].[Cs+].[Cl:28][CH2:29][CH2:30][CH2:31]I.